This data is from Ames mutagenicity test results for genotoxicity prediction. The task is: Regression/Classification. Given a drug SMILES string, predict its toxicity properties. Task type varies by dataset: regression for continuous values (e.g., LD50, hERG inhibition percentage) or binary classification for toxic/non-toxic outcomes (e.g., AMES mutagenicity, cardiotoxicity, hepatotoxicity). Dataset: ames. (1) The compound is CCCCCCc1ccc(O)cc1O. The result is 0 (non-mutagenic). (2) The drug is O=NN(CCO)CC(=O)O. The result is 1 (mutagenic).